From a dataset of Reaction yield outcomes from USPTO patents with 853,638 reactions. Predict the reaction yield, written as a fraction of the theoretical maximum amount of product (1.0 means a 100% yield; for example, 0.34 means a 34% yield). The reactants are [Br:1][C:2]1[CH:3]=[CH:4][C:5]([N:8]2[C:12]([C:13]([F:16])([F:15])[F:14])=[CH:11][C:10]([C:17](=O)[C:18]([CH3:24])([CH3:23])[C:19]([NH:21][NH2:22])=[O:20])=[N:9]2)=[N:6][CH:7]=1.O.NN.[CH2:29](O)C. No catalyst specified. The product is [Br:1][C:2]1[CH:3]=[CH:4][C:5]([N:8]2[C:12]([C:13]([F:16])([F:15])[F:14])=[CH:11][C:10]([C:17]3[C:18]([CH3:24])([CH3:23])[C:19](=[O:20])[N:21]([CH3:29])[N:22]=3)=[N:9]2)=[N:6][CH:7]=1. The yield is 0.860.